This data is from Peptide-MHC class I binding affinity with 185,985 pairs from IEDB/IMGT. The task is: Regression. Given a peptide amino acid sequence and an MHC pseudo amino acid sequence, predict their binding affinity value. This is MHC class I binding data. (1) The peptide sequence is TPYAGEPAPF. The MHC is HLA-B51:01 with pseudo-sequence HLA-B51:01. The binding affinity (normalized) is 0.750. (2) The peptide sequence is DSMFLMTAT. The MHC is HLA-A02:01 with pseudo-sequence HLA-A02:01. The binding affinity (normalized) is 0.225. (3) The peptide sequence is LVFGIEVVEV. The MHC is HLA-A02:02 with pseudo-sequence HLA-A02:02. The binding affinity (normalized) is 0.723. (4) The peptide sequence is DERRNKYL. The MHC is HLA-B40:02 with pseudo-sequence HLA-B40:02. The binding affinity (normalized) is 0.0528. (5) The peptide sequence is LLAGFMAYM. The MHC is HLA-A02:01 with pseudo-sequence HLA-A02:01. The binding affinity (normalized) is 0.857. (6) The MHC is HLA-A26:01 with pseudo-sequence HLA-A26:01. The peptide sequence is PYPQSQPQY. The binding affinity (normalized) is 0. (7) The peptide sequence is IKRQGSTPL. The MHC is HLA-B15:01 with pseudo-sequence HLA-B15:01. The binding affinity (normalized) is 0.244. (8) The peptide sequence is LGSVYYKL. The MHC is H-2-Kb with pseudo-sequence H-2-Kb. The binding affinity (normalized) is 0.535. (9) The peptide sequence is SSPDPPTDT. The MHC is Mamu-A01 with pseudo-sequence Mamu-A01. The binding affinity (normalized) is 0.173.